This data is from Peptide-MHC class I binding affinity with 185,985 pairs from IEDB/IMGT. The task is: Regression. Given a peptide amino acid sequence and an MHC pseudo amino acid sequence, predict their binding affinity value. This is MHC class I binding data. The peptide sequence is TLYCVHQGI. The MHC is HLA-B44:03 with pseudo-sequence HLA-B44:03. The binding affinity (normalized) is 0.117.